From a dataset of NCI-60 drug combinations with 297,098 pairs across 59 cell lines. Regression. Given two drug SMILES strings and cell line genomic features, predict the synergy score measuring deviation from expected non-interaction effect. (1) Cell line: HT29. Drug 1: CN(C(=O)NC(C=O)C(C(C(CO)O)O)O)N=O. Synergy scores: CSS=-7.03, Synergy_ZIP=2.55, Synergy_Bliss=-3.21, Synergy_Loewe=-3.84, Synergy_HSA=-7.13. Drug 2: C1CNP(=O)(OC1)N(CCCl)CCCl. (2) Drug 1: C1=CC=C(C=C1)NC(=O)CCCCCCC(=O)NO. Drug 2: CC1=C(N=C(N=C1N)C(CC(=O)N)NCC(C(=O)N)N)C(=O)NC(C(C2=CN=CN2)OC3C(C(C(C(O3)CO)O)O)OC4C(C(C(C(O4)CO)O)OC(=O)N)O)C(=O)NC(C)C(C(C)C(=O)NC(C(C)O)C(=O)NCCC5=NC(=CS5)C6=NC(=CS6)C(=O)NCCC[S+](C)C)O. Cell line: SNB-19. Synergy scores: CSS=14.2, Synergy_ZIP=-7.52, Synergy_Bliss=0.176, Synergy_Loewe=-6.11, Synergy_HSA=0.865. (3) Drug 1: C1=NC2=C(N1)C(=S)N=CN2. Drug 2: C(CC(=O)O)C(=O)CN.Cl. Cell line: SF-268. Synergy scores: CSS=43.1, Synergy_ZIP=-2.65, Synergy_Bliss=1.17, Synergy_Loewe=-16.7, Synergy_HSA=2.66. (4) Drug 1: CN1CCC(CC1)COC2=C(C=C3C(=C2)N=CN=C3NC4=C(C=C(C=C4)Br)F)OC. Drug 2: CC1=CC=C(C=C1)C2=CC(=NN2C3=CC=C(C=C3)S(=O)(=O)N)C(F)(F)F. Cell line: NCI-H226. Synergy scores: CSS=5.30, Synergy_ZIP=-2.78, Synergy_Bliss=-2.26, Synergy_Loewe=-1.75, Synergy_HSA=-2.06. (5) Drug 1: CN1CCC(CC1)COC2=C(C=C3C(=C2)N=CN=C3NC4=C(C=C(C=C4)Br)F)OC. Drug 2: COC1=C(C=C2C(=C1)N=CN=C2NC3=CC(=C(C=C3)F)Cl)OCCCN4CCOCC4. Cell line: MCF7. Synergy scores: CSS=26.7, Synergy_ZIP=4.11, Synergy_Bliss=8.78, Synergy_Loewe=10.5, Synergy_HSA=11.0. (6) Cell line: DU-145. Drug 1: CNC(=O)C1=CC=CC=C1SC2=CC3=C(C=C2)C(=NN3)C=CC4=CC=CC=N4. Drug 2: CCC1(CC2CC(C3=C(CCN(C2)C1)C4=CC=CC=C4N3)(C5=C(C=C6C(=C5)C78CCN9C7C(C=CC9)(C(C(C8N6C=O)(C(=O)OC)O)OC(=O)C)CC)OC)C(=O)OC)O.OS(=O)(=O)O. Synergy scores: CSS=12.1, Synergy_ZIP=0.399, Synergy_Bliss=6.01, Synergy_Loewe=-9.43, Synergy_HSA=3.84.